Dataset: Reaction yield outcomes from USPTO patents with 853,638 reactions. Task: Predict the reaction yield, written as a fraction of the theoretical maximum amount of product (1.0 means a 100% yield; for example, 0.34 means a 34% yield). (1) The reactants are [Si]([O:8][CH2:9][C:10]1[C:15]([C:16]2[CH:24]=[CH:23][C:22]([C:25](=[O:27])[NH2:26])=[C:21]3[C:17]=2[CH:18]=[C:19]([C:28]2[CH:29]=[N:30][N:31]([CH3:33])[CH:32]=2)[NH:20]3)=[CH:14][CH:13]=[CH:12][C:11]=1[NH:34][C:35]([C:37]1[S:38][CH:39]=[CH:40][N:41]=1)=[O:36])(C(C)(C)C)(C)C.S1C=CN=C1C(O)=O.[Si](OCC1C(B2OC(C)(C)C(C)(C)O2)=CC=CC=1N)(C(C)(C)C)(C)C.Cl. The catalyst is O1CCOCC1.CCOC(C)=O. The product is [C:25]([C:22]1[CH:23]=[CH:24][C:16]([C:15]2[C:10]([CH2:9][OH:8])=[C:11]([NH:34][C:35]([C:37]3[S:38][CH:39]=[CH:40][N:41]=3)=[O:36])[CH:12]=[CH:13][CH:14]=2)=[C:17]2[C:21]=1[NH:20][C:19]([C:28]1[CH:29]=[N:30][N:31]([CH3:33])[CH:32]=1)=[CH:18]2)(=[O:27])[NH2:26]. The yield is 0.450. (2) The reactants are [CH2:1]([C:5]1[O:6][CH:7]=[CH:8][CH:9]=1)[CH2:2][CH2:3][CH3:4].[Li]CCCC.[CH2:15]1[O:17][CH2:16]1. The catalyst is C1COCC1. The product is [CH2:1]([C:5]1[O:6][C:7]([CH2:15][CH2:16][OH:17])=[CH:8][CH:9]=1)[CH2:2][CH2:3][CH3:4]. The yield is 1.00. (3) The reactants are CCN=C=NCCCN(C)C.Cl.C(Cl)Cl.[F:16][C:17]1[CH:27]=[CH:26][CH:25]=[CH:24][C:18]=1[CH:19]=[CH:20][C:21]([OH:23])=O.[NH2:28][CH2:29][CH2:30][C:31]1[C:39]2[C:34](=[CH:35][CH:36]=[CH:37][CH:38]=2)[NH:33][CH:32]=1. The catalyst is CN(C=O)C. The product is [F:16][C:17]1[CH:27]=[CH:26][CH:25]=[CH:24][C:18]=1/[CH:19]=[CH:20]/[C:21]([NH:28][CH2:29][CH2:30][C:31]1[C:39]2[C:34](=[CH:35][CH:36]=[CH:37][CH:38]=2)[NH:33][CH:32]=1)=[O:23]. The yield is 0.510. (4) The yield is 0.712. The product is [CH2:27]([N:5]([CH2:1][CH2:2][CH2:3][CH3:4])[C:6]1[CH:11]=[CH:10][C:9]([CH:12]=[CH:13][C:14]2[CH2:19][C:18]([CH3:20])([CH3:21])[CH2:17][C:16](=[CH:22][CH:23]=[CH:38][C:37]3[C:36]([CH3:43])([C:39]([F:42])([F:40])[F:41])[O:35][C:34](=[C:44]([C:45]#[N:46])[C:47]#[N:48])[C:33]=3[C:31]#[N:32])[CH:15]=2)=[C:8]([O:25][CH3:26])[CH:7]=1)[CH2:28][CH2:29][CH3:30]. The reactants are [CH2:1]([N:5]([CH2:27][CH2:28][CH2:29][CH3:30])[C:6]1[CH:11]=[CH:10][C:9]([CH:12]=[CH:13][C:14]2[CH2:19][C:18]([CH3:21])([CH3:20])[CH2:17][C:16](=[CH:22][CH:23]=O)[CH:15]=2)=[C:8]([O:25][CH3:26])[CH:7]=1)[CH2:2][CH2:3][CH3:4].[C:31]([C:33]1[C:34](=[C:44]([C:47]#[N:48])[C:45]#[N:46])[O:35][C:36]([CH3:43])([C:39]([F:42])([F:41])[F:40])[C:37]=1[CH3:38])#[N:32]. The catalyst is C(O)C.